This data is from Catalyst prediction with 721,799 reactions and 888 catalyst types from USPTO. The task is: Predict which catalyst facilitates the given reaction. (1) Reactant: [C:1]([C:5]1[N:10]=[C:9]([N:11]2[CH2:16][CH2:15][N:14]([CH2:17][CH2:18][CH2:19][CH2:20][NH2:21])[CH2:13][CH2:12]2)[CH:8]=[C:7]([C:22]([F:25])([F:24])[F:23])[N:6]=1)([CH3:4])([CH3:3])[CH3:2].C1N=CN([C:31](N2C=NC=C2)=[O:32])C=1.[CH:38]1([N:41]2[CH2:46][CH2:45][NH:44][CH:43]([C:47]3[CH:52]=[CH:51][CH:50]=[CH:49][CH:48]=3)[CH2:42]2)[CH2:40][CH2:39]1. Product: [C:1]([C:5]1[N:10]=[C:9]([N:11]2[CH2:16][CH2:15][N:14]([CH2:17][CH2:18][CH2:19][CH2:20][NH:21][C:31]([N:44]3[CH2:45][CH2:46][N:41]([CH:38]4[CH2:40][CH2:39]4)[CH2:42][CH:43]3[C:47]3[CH:52]=[CH:51][CH:50]=[CH:49][CH:48]=3)=[O:32])[CH2:13][CH2:12]2)[CH:8]=[C:7]([C:22]([F:24])([F:25])[F:23])[N:6]=1)([CH3:4])([CH3:2])[CH3:3]. The catalyst class is: 147. (2) Reactant: [O:1]=[C:2]1[NH:7][C:6]2[CH:8]=[C:9]([C:12]([O:14]CC)=[O:13])[CH:10]=[CH:11][C:5]=2[S:4][CH2:3]1.[OH-].[Na+].Cl. Product: [O:1]=[C:2]1[NH:7][C:6]2[CH:8]=[C:9]([C:12]([OH:14])=[O:13])[CH:10]=[CH:11][C:5]=2[S:4][CH2:3]1. The catalyst class is: 1. (3) Reactant: [CH3:1][Mg]Br.[Br:4][C:5]1[CH:12]=[C:11]([F:13])[C:8]([CH:9]=[O:10])=[C:7]([F:14])[CH:6]=1. Product: [Br:4][C:5]1[CH:6]=[C:7]([F:14])[C:8]([CH:9]([OH:10])[CH3:1])=[C:11]([F:13])[CH:12]=1. The catalyst class is: 7. (4) Reactant: [F:1][C:2]([F:47])([F:46])[C:3]1[CH:4]=[C:5]([C@H:13]2[O:17][C:16](=[O:18])[N:15]([CH2:19][C:20]3[CH:25]=[C:24]([O:26][C:27]([F:30])([F:29])[F:28])[CH:23]=[CH:22][C:21]=3[NH:31][CH2:32][C@H:33]3[CH2:38][CH2:37][C@H:36]([CH2:39][C:40]([O:42][CH2:43][CH3:44])=[O:41])[CH2:35][CH2:34]3)[C@H:14]2[CH3:45])[CH:6]=[C:7]([C:9]([F:12])([F:11])[F:10])[CH:8]=1.Cl[C:49]([O:51][CH3:52])=[O:50].C(N(C(C)C)CC)(C)C. Product: [F:12][C:9]([F:11])([F:10])[C:7]1[CH:6]=[C:5]([C@H:13]2[O:17][C:16](=[O:18])[N:15]([CH2:19][C:20]3[CH:25]=[C:24]([O:26][C:27]([F:29])([F:30])[F:28])[CH:23]=[CH:22][C:21]=3[N:31]([CH2:32][C@H:33]3[CH2:38][CH2:37][C@H:36]([CH2:39][C:40]([O:42][CH2:43][CH3:44])=[O:41])[CH2:35][CH2:34]3)[C:49]([O:51][CH3:52])=[O:50])[C@H:14]2[CH3:45])[CH:4]=[C:3]([C:2]([F:1])([F:46])[F:47])[CH:8]=1. The catalyst class is: 91.